This data is from Catalyst prediction with 721,799 reactions and 888 catalyst types from USPTO. The task is: Predict which catalyst facilitates the given reaction. (1) Reactant: [CH2:1]([N:3]1[C:15]2[C:14](=[O:16])[NH:13][CH:12]([CH3:17])[CH2:11][C:10]=2[C:9]2[C:4]1=[CH:5][CH:6]=[CH:7][CH:8]=2)[CH3:2].Br[C:19]1[CH:20]=[N:21][CH:22]=[CH:23][CH:24]=1.P([O-])([O-])([O-])=O.[K+].[K+].[K+]. The catalyst class is: 246. Product: [CH2:1]([N:3]1[C:15]2[C:14](=[O:16])[N:13]([C:19]3[CH:20]=[N:21][CH:22]=[CH:23][CH:24]=3)[CH:12]([CH3:17])[CH2:11][C:10]=2[C:9]2[C:4]1=[CH:5][CH:6]=[CH:7][CH:8]=2)[CH3:2]. (2) Reactant: [OH:1][C:2]1[CH:9]=[CH:8][C:5]([CH:6]=[O:7])=[CH:4][C:3]=1[CH3:10].C([O-])([O-])=O.[K+].[K+].Cl[C:18]1[CH:25]=[CH:24][C:21]([C:22]#[N:23])=[CH:20][N:19]=1.O. Product: [CH:6]([C:5]1[CH:8]=[CH:9][C:2]([O:1][C:18]2[CH:25]=[CH:24][C:21]([C:22]#[N:23])=[CH:20][N:19]=2)=[C:3]([CH3:10])[CH:4]=1)=[O:7]. The catalyst class is: 3.